Dataset: TCR-epitope binding with 47,182 pairs between 192 epitopes and 23,139 TCRs. Task: Binary Classification. Given a T-cell receptor sequence (or CDR3 region) and an epitope sequence, predict whether binding occurs between them. (1) The TCR CDR3 sequence is CASSLYAGEGVLEQFF. The epitope is NQKLIANQF. Result: 1 (the TCR binds to the epitope). (2) The epitope is KRWIILGLNK. The TCR CDR3 sequence is CSASRALDQPQHF. Result: 0 (the TCR does not bind to the epitope). (3) The epitope is IVDTVSALV. The TCR CDR3 sequence is CATEGIVSYNEQFF. Result: 1 (the TCR binds to the epitope). (4) The epitope is TPQDLNTML. The TCR CDR3 sequence is CASSKTGTSSYNEQFF. Result: 0 (the TCR does not bind to the epitope). (5) The epitope is KRWIILGLNK. The TCR CDR3 sequence is CSARARSDSYGYTF. Result: 1 (the TCR binds to the epitope). (6) The epitope is WICLLQFAY. The TCR CDR3 sequence is CASSPRGTGIDDFGYTF. Result: 1 (the TCR binds to the epitope). (7) The epitope is KLSYGIATV. The TCR CDR3 sequence is CASSYLLEQFF. Result: 1 (the TCR binds to the epitope). (8) The epitope is LLWNGPMAV. The TCR CDR3 sequence is CASSEGGQAYNEQFF. Result: 1 (the TCR binds to the epitope).